This data is from Reaction yield outcomes from USPTO patents with 853,638 reactions. The task is: Predict the reaction yield, written as a fraction of the theoretical maximum amount of product (1.0 means a 100% yield; for example, 0.34 means a 34% yield). (1) The reactants are [CH3:1][S:2]([C:5]1[CH:10]=[CH:9][C:8]([C:11]2[N:16]=[CH:15][C:14]([O:17][CH:18]([CH:20]3[CH2:25][CH2:24][N:23](C(OCC4C=CC=CC=4)=O)[CH2:22][CH2:21]3)[CH3:19])=[CH:13][CH:12]=2)=[CH:7][CH:6]=1)(=[O:4])=[O:3]. The catalyst is CO.C1COCC1.[Pd]. The product is [CH3:1][S:2]([C:5]1[CH:10]=[CH:9][C:8]([C:11]2[CH:12]=[CH:13][C:14]([O:17][CH:18]([CH:20]3[CH2:25][CH2:24][NH:23][CH2:22][CH2:21]3)[CH3:19])=[CH:15][N:16]=2)=[CH:7][CH:6]=1)(=[O:3])=[O:4]. The yield is 1.00. (2) The reactants are [CH2:1]([N:8]1[CH2:18][CH:17]([C:19]2[CH:24]=[CH:23][C:22]([Cl:25])=[CH:21][CH:20]=2)[O:16][C:10]2([CH2:15][CH2:14][NH:13][CH2:12][CH2:11]2)[CH2:9]1)[C:2]1[CH:7]=[CH:6][CH:5]=[CH:4][CH:3]=1.[CH:26]([O:29][C:30]1[CH:38]=[CH:37][C:33]([C:34](O)=[O:35])=[CH:32][C:31]=1[CH3:39])([CH3:28])[CH3:27].CCN(C(C)C)C(C)C.CN(C(ON1N=NC2C=CC=NC1=2)=[N+](C)C)C.F[P-](F)(F)(F)(F)F. The catalyst is CN(C=O)C. The product is [CH2:1]([N:8]1[CH2:18][CH:17]([C:19]2[CH:24]=[CH:23][C:22]([Cl:25])=[CH:21][CH:20]=2)[O:16][C:10]2([CH2:15][CH2:14][N:13]([C:34]([C:33]3[CH:37]=[CH:38][C:30]([O:29][CH:26]([CH3:27])[CH3:28])=[C:31]([CH3:39])[CH:32]=3)=[O:35])[CH2:12][CH2:11]2)[CH2:9]1)[C:2]1[CH:7]=[CH:6][CH:5]=[CH:4][CH:3]=1. The yield is 0.290. (3) The reactants are [CH2:1]([O:8][C:9]1[C:16]([CH3:17])=[CH:15][CH:14]=[CH:13][C:10]=1[CH:11]=[O:12])[C:2]1[CH:7]=[CH:6][CH:5]=[CH:4][CH:3]=1.[CH3:18][O:19][C:20]1[CH:25]=[CH:24][C:23]([Mg]Br)=[CH:22][CH:21]=1.[Cl-].[NH4+]. The catalyst is C1COCC1. The product is [CH2:1]([O:8][C:9]1[C:16]([CH3:17])=[CH:15][CH:14]=[CH:13][C:10]=1[CH:11]([C:23]1[CH:24]=[CH:25][C:20]([O:19][CH3:18])=[CH:21][CH:22]=1)[OH:12])[C:2]1[CH:3]=[CH:4][CH:5]=[CH:6][CH:7]=1. The yield is 1.00. (4) The reactants are [Cl:1][C:2]1[CH:7]=[C:6]([O:8][C:9]2[C:10]([CH3:16])=[N:11][C:12](I)=[CH:13][CH:14]=2)[CH:5]=[CH:4][N:3]=1.[C:17]([NH2:20])(=[O:19])[CH3:18].C([O-])([O-])=O.[Cs+].[Cs+].CCOC(C)=O. The catalyst is O1CCOCC1.C1C=CC(/C=C/C(/C=C/C2C=CC=CC=2)=O)=CC=1.C1C=CC(/C=C/C(/C=C/C2C=CC=CC=2)=O)=CC=1.C1C=CC(/C=C/C(/C=C/C2C=CC=CC=2)=O)=CC=1.[Pd].[Pd].CC(C1C=C(C(C)C)C(C2C=CC=CC=2P(C2CCCCC2)C2CCCCC2)=C(C(C)C)C=1)C. The product is [Cl:1][C:2]1[CH:7]=[C:6]([O:8][C:9]2[CH:14]=[CH:13][C:12]([NH:20][C:17](=[O:19])[CH3:18])=[N:11][C:10]=2[CH3:16])[CH:5]=[CH:4][N:3]=1. The yield is 0.560.